Dataset: Full USPTO retrosynthesis dataset with 1.9M reactions from patents (1976-2016). Task: Predict the reactants needed to synthesize the given product. (1) The reactants are: [CH3:1][O:2][C:3]1[CH:17]=[CH:16][C:6]([O:7][C:8]2[CH:15]=[CH:14][C:11]([C:12]#[N:13])=[CH:10][CH:9]=2)=[CH:5][CH:4]=1.[NH2:18][OH:19]. Given the product [CH3:1][O:2][C:3]1[CH:17]=[CH:16][C:6]([O:7][C:8]2[CH:15]=[CH:14][C:11](/[C:12](/[NH2:13])=[N:18]/[OH:19])=[CH:10][CH:9]=2)=[CH:5][CH:4]=1, predict the reactants needed to synthesize it. (2) Given the product [NH2:1][C:4]1[C:5]([N:19]2[CH2:24][CH2:23][CH2:22][CH2:21][CH2:20]2)=[C:6]([CH:12]=[C:13]([C:15]([F:16])([F:17])[F:18])[CH:14]=1)[C:7]([O:9][CH2:10][CH3:11])=[O:8], predict the reactants needed to synthesize it. The reactants are: [N+:1]([C:4]1[C:5]([N:19]2[CH2:24][CH2:23][CH2:22][CH2:21][CH2:20]2)=[C:6]([CH:12]=[C:13]([C:15]([F:18])([F:17])[F:16])[CH:14]=1)[C:7]([O:9][CH2:10][CH3:11])=[O:8])([O-])=O.C1CCCCC=1.